Dataset: NCI-60 drug combinations with 297,098 pairs across 59 cell lines. Task: Regression. Given two drug SMILES strings and cell line genomic features, predict the synergy score measuring deviation from expected non-interaction effect. (1) Drug 1: CC(CN1CC(=O)NC(=O)C1)N2CC(=O)NC(=O)C2. Drug 2: COC1=C2C(=CC3=C1OC=C3)C=CC(=O)O2. Cell line: CCRF-CEM. Synergy scores: CSS=64.7, Synergy_ZIP=2.66, Synergy_Bliss=6.89, Synergy_Loewe=3.25, Synergy_HSA=5.38. (2) Drug 1: C1=NC2=C(N=C(N=C2N1C3C(C(C(O3)CO)O)O)F)N. Drug 2: COCCOC1=C(C=C2C(=C1)C(=NC=N2)NC3=CC=CC(=C3)C#C)OCCOC.Cl. Cell line: NCI-H460. Synergy scores: CSS=0.0105, Synergy_ZIP=1.21, Synergy_Bliss=-1.61, Synergy_Loewe=-1.67, Synergy_HSA=-4.60. (3) Drug 1: CNC(=O)C1=CC=CC=C1SC2=CC3=C(C=C2)C(=NN3)C=CC4=CC=CC=N4. Drug 2: CC1=C(N=C(N=C1N)C(CC(=O)N)NCC(C(=O)N)N)C(=O)NC(C(C2=CN=CN2)OC3C(C(C(C(O3)CO)O)O)OC4C(C(C(C(O4)CO)O)OC(=O)N)O)C(=O)NC(C)C(C(C)C(=O)NC(C(C)O)C(=O)NCCC5=NC(=CS5)C6=NC(=CS6)C(=O)NCCC[S+](C)C)O. Cell line: UACC-257. Synergy scores: CSS=-4.21, Synergy_ZIP=-0.515, Synergy_Bliss=-4.91, Synergy_Loewe=-6.72, Synergy_HSA=-6.16. (4) Drug 1: COC1=NC(=NC2=C1N=CN2C3C(C(C(O3)CO)O)O)N. Drug 2: C1=NC2=C(N=C(N=C2N1C3C(C(C(O3)CO)O)F)Cl)N. Cell line: OVCAR3. Synergy scores: CSS=-7.58, Synergy_ZIP=-0.0494, Synergy_Bliss=-8.62, Synergy_Loewe=-6.02, Synergy_HSA=-9.33. (5) Drug 1: CC(C1=C(C=CC(=C1Cl)F)Cl)OC2=C(N=CC(=C2)C3=CN(N=C3)C4CCNCC4)N. Drug 2: CC1C(C(CC(O1)OC2CC(CC3=C2C(=C4C(=C3O)C(=O)C5=C(C4=O)C(=CC=C5)OC)O)(C(=O)C)O)N)O.Cl. Cell line: T-47D. Synergy scores: CSS=15.3, Synergy_ZIP=9.12, Synergy_Bliss=10.2, Synergy_Loewe=-6.68, Synergy_HSA=8.74.